From a dataset of Forward reaction prediction with 1.9M reactions from USPTO patents (1976-2016). Predict the product of the given reaction. Given the reactants [F:1][C:2]1[CH:7]=[C:6]([O:8][C:9]2[CH:14]=[CH:13][N:12]=[C:11]([NH:15][C:16]([N:18]3[CH2:23][CH2:22][CH:21]([N:24]4[CH2:28][CH2:27][CH2:26][CH2:25]4)[CH2:20][CH2:19]3)=[O:17])[CH:10]=2)[CH:5]=[CH:4][C:3]=1[NH:29]C(=O)OCC1C=CC=CC=1.C(O)C, predict the reaction product. The product is: [NH2:29][C:3]1[CH:4]=[CH:5][C:6]([O:8][C:9]2[CH:14]=[CH:13][N:12]=[C:11]([NH:15][C:16]([N:18]3[CH2:23][CH2:22][CH:21]([N:24]4[CH2:28][CH2:27][CH2:26][CH2:25]4)[CH2:20][CH2:19]3)=[O:17])[CH:10]=2)=[CH:7][C:2]=1[F:1].